From a dataset of Catalyst prediction with 721,799 reactions and 888 catalyst types from USPTO. Predict which catalyst facilitates the given reaction. (1) Reactant: [N+:1]([C:4]1[CH:5]=[C:6]2[C:10](=[CH:11][CH:12]=1)[N:9]([CH2:13][C:14]1[CH:15]=[C:16]([CH:21]=[CH:22][CH:23]=1)[C:17]([O:19]C)=[O:18])[CH:8]=[CH:7]2)([O-:3])=[O:2].[OH-].[Na+].O1CCCC1.Cl. Product: [N+:1]([C:4]1[CH:5]=[C:6]2[C:10](=[CH:11][CH:12]=1)[N:9]([CH2:13][C:14]1[CH:15]=[C:16]([CH:21]=[CH:22][CH:23]=1)[C:17]([OH:19])=[O:18])[CH:8]=[CH:7]2)([O-:3])=[O:2]. The catalyst class is: 5. (2) Reactant: Br[C:2]1[CH:7]=[C:6]([N+:8]([O-:10])=[O:9])[CH:5]=[C:4]([Cl:11])[CH:3]=1.[Cl:12][C:13]1[CH:19]=[CH:18][C:16]([NH2:17])=[CH:15][CH:14]=1.C1C=CC(P(C2C(C3C(P(C4C=CC=CC=4)C4C=CC=CC=4)=CC=C4C=3C=CC=C4)=C3C(C=CC=C3)=CC=2)C2C=CC=CC=2)=CC=1.CC([O-])(C)C.[Na+]. Product: [Cl:11][C:4]1[CH:3]=[C:2]([CH:7]=[C:6]([N+:8]([O-:10])=[O:9])[CH:5]=1)[NH:17][C:16]1[CH:18]=[CH:19][C:13]([Cl:12])=[CH:14][CH:15]=1. The catalyst class is: 11. (3) Reactant: [CH:1]1([CH2:7][CH:8]([C:19]2[CH:24]=[CH:23][C:22]([C:25]3[CH:30]=[CH:29][C:28]([C:31]([F:34])([F:33])[F:32])=[CH:27][CH:26]=3)=[CH:21][CH:20]=2)[O:9][C:10]2[CH:18]=[CH:17][C:13](C(O)=O)=[CH:12][CH:11]=2)[CH2:6][CH2:5][CH2:4][CH2:3][CH2:2]1.Cl[C:36]1[N:41]=[C:40]([O:42]C)N=C(OC)N=1.[CH3:46]N1CCOCC1.[CH2:53]([O:55][C:56](=[O:61])[CH:57](O)[CH2:58]N)[CH3:54]. Product: [CH2:53]([O:55][C:56](=[O:61])[CH:57]([CH3:58])[CH2:36][NH:41][C:40](=[O:42])[C:13]1[CH:12]=[CH:11][C:10]([O:9][CH:8]([C:19]2[CH:24]=[CH:23][C:22]([C:25]3[CH:30]=[CH:29][C:28]([C:31]([F:34])([F:33])[F:32])=[CH:27][CH:26]=3)=[CH:21][CH:20]=2)[CH2:7][CH:1]2[CH2:2][CH2:3][CH2:4][CH2:5][CH2:6]2)=[C:18]([CH3:46])[CH:17]=1)[CH3:54]. The catalyst class is: 387. (4) Reactant: [Cl:1][C:2]1[C:3]([CH3:21])=[CH:4][C:5]([N+:18]([O-])=O)=[C:6]([NH:8][CH:9]2[CH:14]([OH:15])[CH:13]([OH:16])[CH:12]([OH:17])[CH2:11][O:10]2)[CH:7]=1.[BH4-].[Na+]. Product: [Cl:1][C:2]1[C:3]([CH3:21])=[CH:4][C:5]([NH2:18])=[C:6]([NH:8][CH2:9][CH:14]([OH:15])[CH:13]([OH:16])[CH:12]([OH:17])[CH2:11][OH:10])[CH:7]=1. The catalyst class is: 50. (5) Reactant: [CH3:1][C:2]1[O:6][C:5]([C:7]2[CH:12]=[CH:11][CH:10]=[CH:9][CH:8]=2)=[N:4][C:3]=1[CH2:13][CH2:14][O:15][C:16]1[CH:21]=[CH:20][C:19]([OH:22])=[CH:18][C:17]=1[CH2:23][CH2:24][CH3:25].[H-].[Na+].Br[CH2:29][C:30]([O:32][CH2:33][CH3:34])=[O:31]. Product: [CH2:33]([O:32][C:30](=[O:31])[CH2:29][O:22][C:19]1[CH:20]=[CH:21][C:16]([O:15][CH2:14][CH2:13][C:3]2[N:4]=[C:5]([C:7]3[CH:8]=[CH:9][CH:10]=[CH:11][CH:12]=3)[O:6][C:2]=2[CH3:1])=[C:17]([CH2:23][CH2:24][CH3:25])[CH:18]=1)[CH3:34]. The catalyst class is: 3. (6) Reactant: CC(OI1(OC(C)=O)(OC(C)=O)OC(=O)C2C=CC=CC1=2)=O.[O:23]([CH2:30][C:31]1[CH:38]=[CH:37][C:34]([CH2:35][OH:36])=[CH:33][CH:32]=1)[C:24]1[CH:29]=[CH:28][CH:27]=[CH:26][CH:25]=1.[OH-].[Na+].O. Product: [O:23]([CH2:30][C:31]1[CH:32]=[CH:33][C:34]([CH:35]=[O:36])=[CH:37][CH:38]=1)[C:24]1[CH:25]=[CH:26][CH:27]=[CH:28][CH:29]=1. The catalyst class is: 4.